From a dataset of Reaction yield outcomes from USPTO patents with 853,638 reactions. Predict the reaction yield, written as a fraction of the theoretical maximum amount of product (1.0 means a 100% yield; for example, 0.34 means a 34% yield). (1) The reactants are [Cl:1][C:2]1[CH:7]=[CH:6][C:5]([CH:8]([N:12]2[CH2:17][CH2:16][CH2:15][CH2:14][CH2:13]2)[C:9]([OH:11])=[O:10])=[CH:4][CH:3]=1.C1CCC(N=C=NC2CCCCC2)CC1.C1C=CC2N(O)N=NC=2C=1.[N:43]12[CH2:50][CH2:49][CH:46]([CH2:47][CH2:48]1)[C@@H:45](O)[CH2:44]2. The catalyst is C1COCC1. The product is [Cl:1][C:2]1[CH:3]=[CH:4][C:5]([CH:8]([N:12]2[CH2:17][CH2:16][CH2:15][CH2:14][CH2:13]2)[C:9]([O:11][C@@H:45]2[CH:46]3[CH2:49][CH2:50][N:43]([CH2:48][CH2:47]3)[CH2:44]2)=[O:10])=[CH:6][CH:7]=1. The yield is 0.615. (2) The reactants are [CH3:1][O:2][C:3]1[CH:4]=[C:5]2[C:10](=[CH:11][C:12]=1[O:13][CH3:14])[N:9]=[CH:8][N:7]=[C:6]2[O:15][C:16]1[CH:22]=[CH:21][C:19]([NH2:20])=[CH:18][CH:17]=1.C(N(CC)CC)C.[C:30](Cl)(Cl)=[S:31].[N:34]1([CH2:39][CH2:40][NH2:41])[CH2:38][CH2:37][CH2:36][CH2:35]1. The catalyst is CN(C)C=O.C(OCC)(=O)C. The product is [CH3:1][O:2][C:3]1[CH:4]=[C:5]2[C:10](=[CH:11][C:12]=1[O:13][CH3:14])[N:9]=[CH:8][N:7]=[C:6]2[O:15][C:16]1[CH:22]=[CH:21][C:19]([NH:20][C:30]([NH:41][CH2:40][CH2:39][N:34]2[CH2:38][CH2:37][CH2:36][CH2:35]2)=[S:31])=[CH:18][CH:17]=1. The yield is 0.210. (3) The reactants are [CH2:1]([NH:8][CH2:9][CH:10]1[CH2:15][CH:14]([OH:16])[CH:13]=[CH:12][CH2:11]1)[C:2]1[CH:7]=[CH:6][CH:5]=[CH:4][CH:3]=1. The catalyst is ClCCl.[O-2].[O-2].[Mn+4]. The product is [CH2:1]([N:8]1[CH2:9][CH:10]2[CH2:11][CH:12]1[CH2:13][C:14](=[O:16])[CH2:15]2)[C:2]1[CH:7]=[CH:6][CH:5]=[CH:4][CH:3]=1. The yield is 0.680. (4) The reactants are N[C:2]1([N+:21]([O-])=O)[C:7]([O:8][CH2:9][C:10]([F:13])([F:12])[F:11])=[CH:6][C:5]([CH3:14])=[N:4][CH:3]1[O:15][CH2:16][C:17]([F:20])([F:19])[F:18].CN(C)C1C=CC=CC=1.[Br:33][CH2:34][C:35](Br)=[O:36]. The catalyst is ClCCl. The product is [Br:33][CH2:34][C:35]([NH:21][C:2]1[C:3]([O:15][CH2:16][C:17]([F:18])([F:19])[F:20])=[N:4][C:5]([CH3:14])=[CH:6][C:7]=1[O:8][CH2:9][C:10]([F:11])([F:12])[F:13])=[O:36]. The yield is 0.850. (5) The reactants are [Cl:1][C:2]1[CH:7]=[C:6]([O:8][C:9]2[C:10]([CH3:18])=[N:11][C:12]([N+:15]([O-])=O)=[CH:13][CH:14]=2)[CH:5]=[CH:4][N:3]=1.O.O.[Sn](Cl)Cl.C([O-])(O)=O.[Na+]. The catalyst is CCO. The product is [Cl:1][C:2]1[CH:7]=[C:6]([O:8][C:9]2[CH:14]=[CH:13][C:12]([NH2:15])=[N:11][C:10]=2[CH3:18])[CH:5]=[CH:4][N:3]=1. The yield is 0.730. (6) The reactants are [OH:1][C:2]1[CH:3]=[N:4][C:5]2[C:10]([C:11]=1[C:12]([O:14][CH3:15])=[O:13])=[CH:9][CH:8]=[CH:7][CH:6]=2.CC1C=CC(S(O[CH2:27][C:28]([F:31])([F:30])[F:29])(=O)=O)=CC=1.C([O-])([O-])=O.[K+].[K+]. The catalyst is CN(C=O)C.O.[Cl-].[Na+].O. The product is [F:29][C:28]([F:31])([F:30])[CH2:27][O:1][C:2]1[CH:3]=[N:4][C:5]2[C:10]([C:11]=1[C:12]([O:14][CH3:15])=[O:13])=[CH:9][CH:8]=[CH:7][CH:6]=2. The yield is 0.140. (7) The reactants are [CH2:1]([Mg]Br)[CH3:2].[CH2:5]([N:12]([CH:27]1[CH2:32][CH2:31][N:30]([C:33]([O:35][C:36]([CH3:39])([CH3:38])[CH3:37])=[O:34])[CH2:29][CH2:28]1)[C:13]([CH:15]1[CH2:19][CH2:18][N:17]([CH2:20][C:21]2[CH:26]=[CH:25][CH:24]=[CH:23][CH:22]=2)[CH2:16]1)=O)[C:6]1[CH:11]=[CH:10][CH:9]=[CH:8][CH:7]=1. The catalyst is C1COCC1.CC(C)[O-].[Ti+4].CC(C)[O-].CC(C)[O-].CC(C)[O-]. The product is [CH2:5]([N:12]([C:13]1([CH:15]2[CH2:19][CH2:18][N:17]([CH2:20][C:21]3[CH:26]=[CH:25][CH:24]=[CH:23][CH:22]=3)[CH2:16]2)[CH2:2][CH2:1]1)[CH:27]1[CH2:32][CH2:31][N:30]([C:33]([O:35][C:36]([CH3:39])([CH3:38])[CH3:37])=[O:34])[CH2:29][CH2:28]1)[C:6]1[CH:11]=[CH:10][CH:9]=[CH:8][CH:7]=1. The yield is 0.610.